Dataset: Forward reaction prediction with 1.9M reactions from USPTO patents (1976-2016). Task: Predict the product of the given reaction. (1) Given the reactants [Cl:1][C:2]1[CH:3]=[C:4]([CH:8]=[CH:9][C:10]=1[N:11]1[CH:16]([CH3:17])[CH2:15][O:14][CH2:13][C:12]1=[O:18])[C:5]([OH:7])=O.[Cl:19][C:20]1[CH:33]=[CH:32][C:23]2[NH:24][C:25]([C@@H:27]([NH2:31])[CH2:28][O:29][CH3:30])=[N:26][C:22]=2[CH:21]=1.CN(C(ON1N=NC2C=CC=CC1=2)=[N+](C)C)C.[B-](F)(F)(F)F, predict the reaction product. The product is: [Cl:1][C:2]1[CH:3]=[C:4]([CH:8]=[CH:9][C:10]=1[N:11]1[CH:16]([CH3:17])[CH2:15][O:14][CH2:13][C:12]1=[O:18])[C:5]([NH:31][C@H:27]([C:25]1[NH:24][C:23]2[CH:32]=[CH:33][C:20]([Cl:19])=[CH:21][C:22]=2[N:26]=1)[CH2:28][O:29][CH3:30])=[O:7]. (2) Given the reactants [N+:1]([C:4]1[CH:9]=[CH:8][C:7]([N:10]2[C:19]3[N:20]4[CH:26]=[C:25]([O:27][CH2:28][CH2:29][O:30]C(=O)C)[CH:24]=[CH:23][C:21]4=[N:22][C:18]=3[C:17]3[C:12](=[CH:13][CH:14]=[CH:15][CH:16]=3)[C:11]2=[O:34])=[CH:6][CH:5]=1)([O-:3])=[O:2], predict the reaction product. The product is: [OH:30][CH2:29][CH2:28][O:27][C:25]1[CH:24]=[CH:23][C:21]2[N:20]([CH:26]=1)[C:19]1[N:10]([C:7]3[CH:8]=[CH:9][C:4]([N+:1]([O-:3])=[O:2])=[CH:5][CH:6]=3)[C:11](=[O:34])[C:12]3[C:17]([C:18]=1[N:22]=2)=[CH:16][CH:15]=[CH:14][CH:13]=3. (3) Given the reactants [CH2:1]([C:5]1[CH:10]=[CH:9][C:8]([C:11]#[C:12][C:13]2[CH:31]=[CH:30][C:16]([CH2:17][NH:18][C:19]3[CH:29]=[CH:28][C:22]([C:23]([O:25][CH2:26][CH3:27])=[O:24])=[CH:21][CH:20]=3)=[CH:15][CH:14]=2)=[CH:7][CH:6]=1)[CH2:2][CH2:3][CH3:4].[CH:32]1([CH2:37][CH2:38][C:39](Cl)=[O:40])[CH2:36][CH2:35][CH2:34][CH2:33]1, predict the reaction product. The product is: [CH2:1]([C:5]1[CH:6]=[CH:7][C:8]([C:11]#[C:12][C:13]2[CH:14]=[CH:15][C:16]([CH2:17][N:18]([C:39](=[O:40])[CH2:38][CH2:37][CH:32]3[CH2:36][CH2:35][CH2:34][CH2:33]3)[C:19]3[CH:20]=[CH:21][C:22]([C:23]([O:25][CH2:26][CH3:27])=[O:24])=[CH:28][CH:29]=3)=[CH:30][CH:31]=2)=[CH:9][CH:10]=1)[CH2:2][CH2:3][CH3:4].